Dataset: Forward reaction prediction with 1.9M reactions from USPTO patents (1976-2016). Task: Predict the product of the given reaction. (1) Given the reactants [Cl:1][C:2]1[CH:7]=[C:6](Cl)[CH:5]=[C:4]([Cl:9])[N:3]=1.[CH3:10][NH2:11], predict the reaction product. The product is: [Cl:1][C:2]1[CH:7]=[C:6]([NH:11][CH3:10])[CH:5]=[C:4]([Cl:9])[N:3]=1. (2) Given the reactants [OH:1][C:2]1[CH:3]=[C:4]([CH:7]=[C:8]([O:10][C:11]2[C:16](=[O:17])[N:15]([CH2:18][C:19]3[CH:24]=[CH:23][C:22]([O:25][CH3:26])=[CH:21][CH:20]=3)[CH:14]=[N:13][C:12]=2[C:27]([F:30])([F:29])[F:28])[CH:9]=1)[C:5]#[N:6].Cl[C:32]([F:37])([F:36])C([O-])=O.[Na+].C(=O)([O-])[O-].[K+].[K+], predict the reaction product. The product is: [F:36][CH:32]([F:37])[O:1][C:2]1[CH:3]=[C:4]([CH:7]=[C:8]([O:10][C:11]2[C:16](=[O:17])[N:15]([CH2:18][C:19]3[CH:20]=[CH:21][C:22]([O:25][CH3:26])=[CH:23][CH:24]=3)[CH:14]=[N:13][C:12]=2[C:27]([F:29])([F:30])[F:28])[CH:9]=1)[C:5]#[N:6]. (3) The product is: [Cl:32][C:3]1[C:4](=[O:25])[N:5]([CH2:9][C:10]2[CH:11]=[C:12]([CH:22]=[CH:23][CH:24]=2)[CH2:13][NH:14][C:15](=[O:21])[O:16][C:17]([CH3:20])([CH3:19])[CH3:18])[C:6]([CH3:8])=[CH:7][C:2]=1[OH:1]. Given the reactants [OH:1][C:2]1[CH:7]=[C:6]([CH3:8])[N:5]([CH2:9][C:10]2[CH:11]=[C:12]([CH:22]=[CH:23][CH:24]=2)[CH2:13][NH:14][C:15](=[O:21])[O:16][C:17]([CH3:20])([CH3:19])[CH3:18])[C:4](=[O:25])[C:3]=1I.CN(C=O)C.[Cl-:32].[Li+], predict the reaction product. (4) Given the reactants [Br:1][C:2]1[CH:3]=[C:4]2[C:8](=[CH:9][CH:10]=1)[NH:7][CH2:6][CH2:5]2.Cl.[N:12]1[CH:17]=[CH:16][CH:15]=[CH:14][C:13]=1[CH2:18][C:19](O)=[O:20].F[P-](F)(F)(F)(F)F.N1(O[P+](N2CCCC2)(N2CCCC2)N2CCCC2)C2C=CC=CC=2N=N1.C(OCC)(=O)C, predict the reaction product. The product is: [Br:1][C:2]1[CH:3]=[C:4]2[C:8](=[CH:9][CH:10]=1)[N:7]([C:19](=[O:20])[CH2:18][C:13]1[CH:14]=[CH:15][CH:16]=[CH:17][N:12]=1)[CH2:6][CH2:5]2. (5) Given the reactants [NH2:1][C:2]1[CH:10]=[CH:9][C:5]([C:6]([OH:8])=[O:7])=[C:4]([N+:11]([O-:13])=[O:12])[CH:3]=1.O=S(Cl)Cl.[CH3:18]O, predict the reaction product. The product is: [NH2:1][C:2]1[CH:10]=[CH:9][C:5]([C:6]([O:8][CH3:18])=[O:7])=[C:4]([N+:11]([O-:13])=[O:12])[CH:3]=1. (6) Given the reactants [CH3:1][O:2][C:3](=[O:14])[C:4]1[CH:9]=[C:8]([CH2:10][OH:11])[CH:7]=[C:6]([C:12]#[N:13])[CH:5]=1.[Cr](Cl)([O-])(=O)=O.[NH+]1C=CC=CC=1, predict the reaction product. The product is: [CH3:1][O:2][C:3](=[O:14])[C:4]1[CH:9]=[C:8]([CH:10]=[O:11])[CH:7]=[C:6]([C:12]#[N:13])[CH:5]=1. (7) Given the reactants [CH3:1][O:2][C:3]1[CH:4]=[C:5]2[C:10](=[CH:11][C:12]=1[O:13][CH3:14])[N:9]=[CH:8][CH:7]=[C:6]2[O:15][C:16]1[C:22]([CH3:23])=[CH:21][C:19]([NH2:20])=[C:18]([CH3:24])[CH:17]=1.C1(C)C=CC=CC=1.C(N(CC)CC)C.Cl[C:40](Cl)([O:42]C(=O)OC(Cl)(Cl)Cl)Cl.[F:51][C:52]1[CH:53]=[C:54]([CH:58]=[CH:59][CH:60]=1)[CH:55]([OH:57])[CH3:56], predict the reaction product. The product is: [CH3:1][O:2][C:3]1[CH:4]=[C:5]2[C:10](=[CH:11][C:12]=1[O:13][CH3:14])[N:9]=[CH:8][CH:7]=[C:6]2[O:15][C:16]1[C:22]([CH3:23])=[CH:21][C:19]([NH:20][C:40](=[O:42])[O:57][CH:55]([C:54]2[CH:58]=[CH:59][CH:60]=[C:52]([F:51])[CH:53]=2)[CH3:56])=[C:18]([CH3:24])[CH:17]=1. (8) Given the reactants [Cl:1][C:2]1[CH:10]=[C:9]2[C:5]([C:6]([C:11](=[O:16])C(F)(F)F)=[CH:7][NH:8]2)=[CH:4][CH:3]=1.C(=O)([O-])[O-].[K+].[K+].Br[CH2:24][CH:25]1[CH2:27][CH2:26]1.[OH-:28].[Na+], predict the reaction product. The product is: [Cl:1][C:2]1[CH:10]=[C:9]2[C:5]([C:6]([C:11]([OH:16])=[O:28])=[CH:7][N:8]2[CH2:24][CH:25]2[CH2:27][CH2:26]2)=[CH:4][CH:3]=1. (9) Given the reactants [Li+].[CH3:2][CH:3]([N-]C(C)C)C.[CH3:9][O:10][C:11](=[O:23])[CH2:12][C:13]1[CH:14]=[C:15]2[C:20](=[CH:21][CH:22]=1)[N:19]=[CH:18][CH:17]=[CH:16]2.BrCCBr, predict the reaction product. The product is: [N:19]1[C:20]2[C:15](=[CH:14][C:13]([C:12]3([C:11]([O:10][CH3:9])=[O:23])[CH2:3][CH2:2]3)=[CH:22][CH:21]=2)[CH:16]=[CH:17][CH:18]=1. (10) Given the reactants [F:1][C:2]([F:25])([F:24])[O:3][C:4]1[CH:5]=[C:6]([N:10]2[CH2:15][CH2:14][N:13]([C:16]3[CH2:20][CH:19]([C:21]([NH2:23])=[O:22])[O:18][N:17]=3)[CH2:12][CH2:11]2)[CH:7]=[CH:8][CH:9]=1.CC([O-])=O.[Na+].II, predict the reaction product. The product is: [F:24][C:2]([F:1])([F:25])[O:3][C:4]1[CH:5]=[C:6]([N:10]2[CH2:11][CH2:12][N:13]([C:16]3[CH:20]=[C:19]([C:21]([NH2:23])=[O:22])[O:18][N:17]=3)[CH2:14][CH2:15]2)[CH:7]=[CH:8][CH:9]=1.